Dataset: Forward reaction prediction with 1.9M reactions from USPTO patents (1976-2016). Task: Predict the product of the given reaction. (1) Given the reactants [NH2:1][CH2:2][CH2:3][OH:4].Cl[C:6]1[N:7]=[N+:8]([O-:19])[C:9]2[CH:18]=[C:17]3[C:13]([CH2:14][CH2:15][CH2:16]3)=[CH:12][C:10]=2[N:11]=1, predict the reaction product. The product is: [O-:19][N+:8]1[C:9]2[CH:18]=[C:17]3[C:13](=[CH:12][C:10]=2[N:11]=[C:6]([NH:1][CH2:2][CH2:3][OH:4])[N:7]=1)[CH2:14][CH2:15][CH2:16]3. (2) Given the reactants [O:1]1[CH2:6][CH2:5][CH2:4][CH2:3][CH:2]1[O:7][C:8]1[CH:15]=[CH:14][C:11]([CH:12]=O)=[CH:10][CH:9]=1.[CH3:16][C:17]([C:19]1[CH:24]=[C:23]([O:25][CH3:26])[CH:22]=[CH:21][C:20]=1[O:27][CH3:28])=[O:18].O.O.O.O.O.O.O.O.[OH-].[Ba+2].[OH-], predict the reaction product. The product is: [CH3:28][O:27][C:20]1[CH:21]=[CH:22][C:23]([O:25][CH3:26])=[CH:24][C:19]=1[C:17](=[O:18])[CH:16]=[CH:12][C:11]1[CH:14]=[CH:15][C:8]([O:7][CH:2]2[CH2:3][CH2:4][CH2:5][CH2:6][O:1]2)=[CH:9][CH:10]=1. (3) Given the reactants Br[C:2]1[CH:11]=[N:10][CH:9]=[C:8]2[C:3]=1[CH:4]=[C:5]([C:12]([NH2:14])=[O:13])[CH:6]=[N:7]2.[C:15]([C:17]1[CH:22]=[CH:21][C:20](B(O)O)=[CH:19][CH:18]=1)#[N:16].C(=O)([O-])[O-].[Cs+].[Cs+], predict the reaction product. The product is: [C:15]([C:17]1[CH:22]=[CH:21][C:20]([C:2]2[CH:11]=[N:10][CH:9]=[C:8]3[C:3]=2[CH:4]=[C:5]([C:12]([NH2:14])=[O:13])[CH:6]=[N:7]3)=[CH:19][CH:18]=1)#[N:16]. (4) Given the reactants [F:1][C:2]1[CH:3]=[C:4]2[C:8](=[CH:9][C:10]=1[F:11])[NH:7][C:6](=[O:12])/[C:5]/2=[C:13]1\[CH:14]=[C:15]([C:20]2[CH:36]=[CH:35][C:23]([CH2:24][N:25]3[CH2:30][CH2:29][CH:28]([C:31]([O:33]C)=[O:32])[CH2:27][CH2:26]3)=[CH:22][CH:21]=2)[C:16]([CH3:19])([CH3:18])[O:17]\1.[OH-].[Na+].O.Cl, predict the reaction product. The product is: [F:1][C:2]1[CH:3]=[C:4]2[C:8](=[CH:9][C:10]=1[F:11])[NH:7][C:6](=[O:12])/[C:5]/2=[C:13]1\[CH:14]=[C:15]([C:20]2[CH:21]=[CH:22][C:23]([CH2:24][N:25]3[CH2:30][CH2:29][CH:28]([C:31]([OH:33])=[O:32])[CH2:27][CH2:26]3)=[CH:35][CH:36]=2)[C:16]([CH3:19])([CH3:18])[O:17]\1. (5) Given the reactants Br[C:2]1[CH:7]=[CH:6][C:5]([CH2:8][CH2:9][CH2:10][O:11][C:12]2[CH:13]=[C:14]3[C:19](=[CH:20][CH:21]=2)[CH2:18][N:17]([S:22]([CH3:25])(=[O:24])=[O:23])[CH2:16][CH2:15]3)=[CH:4][CH:3]=1.CC1(C)C2C(=C(P(C3C=CC=CC=3)C3C=CC=CC=3)C=CC=2)OC2C(P(C3C=CC=CC=3)C3C=CC=CC=3)=CC=CC1=2.[CH3:68][N:69](CCN(C)C)C.CN(C=O)C, predict the reaction product. The product is: [CH3:25][S:22]([N:17]1[CH2:16][CH2:15][C:14]2[C:19](=[CH:20][CH:21]=[C:12]([O:11][CH2:10][CH2:9][CH2:8][C:5]3[CH:6]=[CH:7][C:2]([C:68]#[N:69])=[CH:3][CH:4]=3)[CH:13]=2)[CH2:18]1)(=[O:24])=[O:23].